From a dataset of Full USPTO retrosynthesis dataset with 1.9M reactions from patents (1976-2016). Predict the reactants needed to synthesize the given product. (1) Given the product [N+:8]([C:7]1[C:2]([N:14]2[CH2:19][CH2:18][CH2:17][C@H:16]([NH:20][C:21](=[O:27])[O:22][C:23]([CH3:25])([CH3:24])[CH3:26])[CH2:15]2)=[C:3]2[CH2:13][CH2:12][O:11][C:4]2=[N:5][CH:6]=1)([O-:10])=[O:9], predict the reactants needed to synthesize it. The reactants are: I[C:2]1[C:7]([N+:8]([O-:10])=[O:9])=[CH:6][N:5]=[C:4]2[O:11][CH2:12][CH2:13][C:3]=12.[NH:14]1[CH2:19][CH2:18][CH2:17][C@H:16]([NH:20][C:21](=[O:27])[O:22][C:23]([CH3:26])([CH3:25])[CH3:24])[CH2:15]1.CCN(C(C)C)C(C)C. (2) Given the product [ClH:18].[CH3:1][O:2][C:3]1[CH:12]=[C:11]2[C:6]([CH:7]=[C:8]([C:13]([O:15][CH2:16][CH3:17])=[O:14])[CH:9]=[N:10]2)=[CH:5][CH:4]=1, predict the reactants needed to synthesize it. The reactants are: [CH3:1][O:2][C:3]1[CH:12]=[C:11]2[C:6]([C:7]([Cl:18])=[C:8]([C:13]([O:15][CH2:16][CH3:17])=[O:14])[CH:9]=[N:10]2)=[CH:5][CH:4]=1. (3) Given the product [CH3:1][C:2]1[C:3]2[N:9]3[CH:13]=[CH:12][CH:11]=[C:10]3[C:15]3([CH2:20][CH2:19][NH:18][CH2:17][CH2:16]3)[O:8][C:4]=2[CH:5]=[CH:6][CH:7]=1, predict the reactants needed to synthesize it. The reactants are: [CH3:1][C:2]1[C:3]([N:9]2[CH:13]=[CH:12][CH:11]=[CH:10]2)=[C:4]([OH:8])[CH:5]=[CH:6][CH:7]=1.O=[C:15]1[CH2:20][CH2:19][N:18](C(OC(C)(C)C)=O)[CH2:17][CH2:16]1.C(O)(C(F)(F)F)=O.